Dataset: Forward reaction prediction with 1.9M reactions from USPTO patents (1976-2016). Task: Predict the product of the given reaction. (1) Given the reactants Br[CH2:2][CH2:3][N:4]1[C:28](=[O:29])[N:7]2[CH:8]([C:21]3[CH:26]=[CH:25][CH:24]=[C:23]([OH:27])[CH:22]=3)[C:9]3[NH:10][C:11]4[C:16]([C:17]=3[CH2:18][C:6]2([CH3:30])[C:5]1=[O:31])=[CH:15][C:14]([O:19][CH3:20])=[CH:13][CH:12]=4.[CH3:32][NH:33][CH3:34], predict the reaction product. The product is: [CH3:32][N:33]([CH3:34])[CH2:2][CH2:3][N:4]1[C:28](=[O:29])[N:7]2[CH:8]([C:21]3[CH:26]=[CH:25][CH:24]=[C:23]([OH:27])[CH:22]=3)[C:9]3[NH:10][C:11]4[C:16]([C:17]=3[CH2:18][C:6]2([CH3:30])[C:5]1=[O:31])=[CH:15][C:14]([O:19][CH3:20])=[CH:13][CH:12]=4. (2) Given the reactants [CH2:1]([N:3]([CH2:36][CH3:37])[CH2:4][CH2:5][CH2:6][NH:7][C:8]1[N:9]=[C:10]([C:27]2[CH:28]=[C:29]([CH:33]=[CH:34][CH:35]=2)[C:30]([OH:32])=O)[C:11]2[CH:17]=[CH:16][C:15](=[O:18])[N:14]([C:19]3[C:24]([F:25])=[CH:23][CH:22]=[CH:21][C:20]=3[F:26])[C:12]=2[N:13]=1)[CH3:2].CN(C(O[N:46]1N=N[C:48]2[CH:49]=CC=C[C:47]1=2)=[N+](C)C)C.F[P-](F)(F)(F)(F)F.C(N(CC)CC)C.C(N)CC, predict the reaction product. The product is: [CH2:1]([N:3]([CH2:36][CH3:37])[CH2:4][CH2:5][CH2:6][NH:7][C:8]1[N:9]=[C:10]([C:27]2[CH:28]=[C:29]([CH:33]=[CH:34][CH:35]=2)[C:30]([NH:46][CH2:47][CH2:48][CH3:49])=[O:32])[C:11]2[CH:17]=[CH:16][C:15](=[O:18])[N:14]([C:19]3[C:20]([F:26])=[CH:21][CH:22]=[CH:23][C:24]=3[F:25])[C:12]=2[N:13]=1)[CH3:2]. (3) Given the reactants CN([CH:4]=[C:5]1[C:10](=O)[CH2:9][CH2:8][CH:7]([C:12]([O:14][CH2:15][CH3:16])=[O:13])[CH2:6]1)C.Cl.[C:18]([NH2:23])(=[NH:22])[CH:19]([CH3:21])[CH3:20], predict the reaction product. The product is: [CH:19]([C:18]1[N:23]=[CH:4][C:5]2[CH2:6][CH:7]([C:12]([O:14][CH2:15][CH3:16])=[O:13])[CH2:8][CH2:9][C:10]=2[N:22]=1)([CH3:21])[CH3:20]. (4) Given the reactants Cl[C:2]1[CH:10]=[CH:9][C:8]([S:11]([CH3:14])(=[O:13])=[O:12])=[CH:7][C:3]=1[C:4]([OH:6])=[O:5].[CH3:15][CH:16]([OH:19])[CH2:17][CH3:18], predict the reaction product. The product is: [CH:16]([O:19][C:2]1[CH:10]=[CH:9][C:8]([S:11]([CH3:14])(=[O:13])=[O:12])=[CH:7][C:3]=1[C:4]([OH:6])=[O:5])([CH2:17][CH3:18])[CH3:15].